The task is: Predict the product of the given reaction.. This data is from Forward reaction prediction with 1.9M reactions from USPTO patents (1976-2016). (1) Given the reactants Cl[C:2]1[CH:3]=[C:4]([C:12]([OH:14])=O)[C:5]([I:11])=[C:6]([CH:10]=1)C(O)=O.O=S(Cl)Cl.Cl[C:20]1[CH:21]=[C:22](C(Cl)=O)[C:23](I)=[C:24]([CH:28]=1)[C:25](Cl)=[O:26].[C:33]1(CCCCCCCCCCCC)[CH:38]=[CH:37][CH:36]=[CH:35][CH:34]=1.[Al+3].[Cl-:52].[Cl-].[Cl-], predict the reaction product. The product is: [Cl:52][C:6]1[CH:10]=[CH:2][C:3]([C:25](=[O:26])[C:24]2[CH:28]=[CH:20][CH:21]=[CH:22][CH:23]=2)=[C:4]([C:12](=[O:14])[C:33]2[CH:38]=[CH:37][CH:36]=[CH:35][CH:34]=2)[C:5]=1[I:11]. (2) Given the reactants [F:1][C:2]1[CH:7]=[CH:6][C:5]([C@:8]2([CH3:30])[O:13][C:12](=[O:14])[N:11]([C@H:15]([C:17]3[CH:22]=[CH:21][C:20]([C:23]4[CH:28]=[CH:27][N:26]=[C:25]([CH3:29])[CH:24]=4)=[CH:19][CH:18]=3)[CH3:16])[CH2:10][CH2:9]2)=[CH:4][CH:3]=1.BrC1C=CC([C@@H](N2CC[C@@](C3C=CC(F)=CC=3)(C)OC2=O)C)=CC=1.CC1C=C(B(O)O)C=CN=1, predict the reaction product. The product is: [F:1][C:2]1[CH:7]=[CH:6][C:5]([C@@:8]2([CH3:30])[O:13][C:12](=[O:14])[N:11]([C@H:15]([C:17]3[CH:22]=[CH:21][C:20]([C:23]4[CH:28]=[CH:27][N:26]=[C:25]([CH3:29])[CH:24]=4)=[CH:19][CH:18]=3)[CH3:16])[CH2:10][CH2:9]2)=[CH:4][CH:3]=1. (3) The product is: [C:13]([O:17][C:18]([N:20]1[CH2:25][CH2:24][CH:23]([C:26]2[C:35]3[C:30](=[CH:31][C:12]([O:11][CH2:7][C:8]([N:1]4[CH2:6][CH2:5][O:4][CH2:3][CH2:2]4)=[O:9])=[CH:33][CH:34]=3)[N:29]=[CH:28][N:27]=2)[CH2:22][CH2:21]1)=[O:19])([CH3:16])([CH3:15])[CH3:14]. Given the reactants [NH:1]1[CH2:6][CH2:5][O:4][CH2:3][CH2:2]1.[C:7]([O:11][CH3:12])(=O)[CH2:8][OH:9].[C:13]([O:17][C:18]([N:20]1[CH2:25][CH2:24][CH:23]([C:26]2[C:35]3[C:30](=[CH:31]C(F)=[CH:33][CH:34]=3)[N:29]=[CH:28][N:27]=2)[CH2:22][CH2:21]1)=[O:19])([CH3:16])([CH3:15])[CH3:14], predict the reaction product. (4) Given the reactants [Cl:1][C:2]1[CH:3]=[C:4]([CH:25]=[CH:26][C:27]=1[O:28][CH3:29])[CH2:5][NH:6][C:7]1[C:12]([C:13]([O:15][CH3:16])=[O:14])=[C:11](Cl)[N:10]=[C:9]([N:18]2[CH2:23][CH2:22][CH:21]([OH:24])[CH2:20][CH2:19]2)[N:8]=1.[N:30]1[CH:31]=[CH:32][N:33]2[CH2:38][CH2:37][NH:36][CH2:35][C:34]=12.C(=O)([O-])O.[Na+], predict the reaction product. The product is: [Cl:1][C:2]1[CH:3]=[C:4]([CH:25]=[CH:26][C:27]=1[O:28][CH3:29])[CH2:5][NH:6][C:7]1[C:12]([C:13]([O:15][CH3:16])=[O:14])=[C:11]([N:36]2[CH2:37][CH2:38][N:33]3[CH:32]=[CH:31][N:30]=[C:34]3[CH2:35]2)[N:10]=[C:9]([N:18]2[CH2:23][CH2:22][CH:21]([OH:24])[CH2:20][CH2:19]2)[N:8]=1. (5) Given the reactants [CH:1]1([N:6]2[C:10]3[N:11]=[C:12]([C@H:16]4[C@H:20]([CH3:21])[CH2:19][NH:18][CH2:17]4)[NH:13][C:14](=[O:15])[C:9]=3[CH:8]=[N:7]2)[CH2:5][CH2:4][CH2:3][CH2:2]1.[N:22]1[N:26]2[CH2:27][CH2:28][CH2:29][CH2:30][C:25]2=[C:24]([CH:31]=O)[CH:23]=1, predict the reaction product. The product is: [CH:1]1([N:6]2[C:10]3[N:11]=[C:12]([C@H:16]4[C@H:20]([CH3:21])[CH2:19][N:18]([CH2:31][C:24]5[CH:23]=[N:22][N:26]6[CH2:27][CH2:28][CH2:29][CH2:30][C:25]=56)[CH2:17]4)[NH:13][C:14](=[O:15])[C:9]=3[CH:8]=[N:7]2)[CH2:5][CH2:4][CH2:3][CH2:2]1.